Dataset: NCI-60 drug combinations with 297,098 pairs across 59 cell lines. Task: Regression. Given two drug SMILES strings and cell line genomic features, predict the synergy score measuring deviation from expected non-interaction effect. (1) Drug 1: CS(=O)(=O)C1=CC(=C(C=C1)C(=O)NC2=CC(=C(C=C2)Cl)C3=CC=CC=N3)Cl. Drug 2: CC1CCCC2(C(O2)CC(NC(=O)CC(C(C(=O)C(C1O)C)(C)C)O)C(=CC3=CSC(=N3)C)C)C. Cell line: LOX IMVI. Synergy scores: CSS=9.74, Synergy_ZIP=-0.151, Synergy_Bliss=0.00765, Synergy_Loewe=0.591, Synergy_HSA=1.00. (2) Drug 1: CCN(CC)CCNC(=O)C1=C(NC(=C1C)C=C2C3=C(C=CC(=C3)F)NC2=O)C. Drug 2: C(CN)CNCCSP(=O)(O)O. Cell line: A498. Synergy scores: CSS=-1.37, Synergy_ZIP=-1.35, Synergy_Bliss=-3.25, Synergy_Loewe=-4.82, Synergy_HSA=-4.78. (3) Drug 1: CCC1(C2=C(COC1=O)C(=O)N3CC4=CC5=C(C=CC(=C5CN(C)C)O)N=C4C3=C2)O.Cl. Cell line: CCRF-CEM. Drug 2: COCCOC1=C(C=C2C(=C1)C(=NC=N2)NC3=CC=CC(=C3)C#C)OCCOC.Cl. Synergy scores: CSS=53.3, Synergy_ZIP=0.222, Synergy_Bliss=0.790, Synergy_Loewe=-4.63, Synergy_HSA=2.35. (4) Drug 1: CC1C(C(CC(O1)OC2CC(OC(C2O)C)OC3=CC4=CC5=C(C(=O)C(C(C5)C(C(=O)C(C(C)O)O)OC)OC6CC(C(C(O6)C)O)OC7CC(C(C(O7)C)O)OC8CC(C(C(O8)C)O)(C)O)C(=C4C(=C3C)O)O)O)O. Drug 2: C(=O)(N)NO. Cell line: SF-295. Synergy scores: CSS=56.7, Synergy_ZIP=0.546, Synergy_Bliss=0.969, Synergy_Loewe=-52.9, Synergy_HSA=-1.26. (5) Drug 1: C1=CC=C(C=C1)NC(=O)CCCCCCC(=O)NO. Drug 2: CCN(CC)CCNC(=O)C1=C(NC(=C1C)C=C2C3=C(C=CC(=C3)F)NC2=O)C. Cell line: MDA-MB-435. Synergy scores: CSS=4.36, Synergy_ZIP=1.43, Synergy_Bliss=3.86, Synergy_Loewe=-3.55, Synergy_HSA=-2.35. (6) Drug 1: CC(C1=C(C=CC(=C1Cl)F)Cl)OC2=C(N=CC(=C2)C3=CN(N=C3)C4CCNCC4)N. Drug 2: C1=CN(C=N1)CC(O)(P(=O)(O)O)P(=O)(O)O. Cell line: SF-539. Synergy scores: CSS=10.4, Synergy_ZIP=-3.21, Synergy_Bliss=1.20, Synergy_Loewe=1.98, Synergy_HSA=2.03.